Predict the product of the given reaction. From a dataset of Forward reaction prediction with 1.9M reactions from USPTO patents (1976-2016). (1) Given the reactants [C:1]([O:5][CH3:6])(=[O:4])[CH:2]=[CH2:3].[C:7]([C:11]1[CH:16]=[CH:15][CH:14]=[C:13]([C:17]([CH3:20])([CH3:19])[CH3:18])[C:12]=1[OH:21])([CH3:10])([CH3:9])[CH3:8], predict the reaction product. The product is: [C:17]([C:13]1[CH:14]=[C:15]([CH:16]=[C:11]([C:7]([CH3:10])([CH3:9])[CH3:8])[C:12]=1[OH:21])[CH2:3][CH2:2][C:1]([O:5][CH3:6])=[O:4])([CH3:20])([CH3:19])[CH3:18]. (2) Given the reactants [H-].[Na+].[C:3]12([CH2:13][OH:14])[CH2:12][CH:7]3[CH2:8][CH:9]([CH2:11][CH:5]([CH2:6]3)[CH2:4]1)[CH2:10]2.[F:15][C:16]1[CH:23]=[CH:22][CH:21]=[C:20](F)[C:17]=1[C:18]#[N:19], predict the reaction product. The product is: [C:3]12([CH2:13][O:14][C:20]3[CH:21]=[CH:22][CH:23]=[C:16]([F:15])[C:17]=3[C:18]#[N:19])[CH2:10][CH:9]3[CH2:8][CH:7]([CH2:6][CH:5]([CH2:11]3)[CH2:4]1)[CH2:12]2.